Task: Predict the reaction yield, written as a fraction of the theoretical maximum amount of product (1.0 means a 100% yield; for example, 0.34 means a 34% yield).. Dataset: Reaction yield outcomes from USPTO patents with 853,638 reactions (1) The reactants are O=[C:2]1[C:11]2[C:6](=[CH:7][C:8]([C:12]([F:15])([F:14])[F:13])=[CH:9][CH:10]=2)[O:5][C@@H:4]([C:16]2[CH:17]=[C:18]([CH:23]=[CH:24][CH:25]=2)[C:19]([O:21][CH3:22])=[O:20])[CH2:3]1.C([O-])(=O)C.[Na+].[CH3:31][O:32][NH2:33].Cl. The catalyst is CO. The product is [CH3:31][O:32][N:33]=[C:2]1[C:11]2[C:6](=[CH:7][C:8]([C:12]([F:14])([F:15])[F:13])=[CH:9][CH:10]=2)[O:5][C@@H:4]([C:16]2[CH:17]=[C:18]([CH:23]=[CH:24][CH:25]=2)[C:19]([O:21][CH3:22])=[O:20])[CH2:3]1. The yield is 0.900. (2) The reactants are [CH:1]1[C:7]([NH2:8])=[N:6][C:4](=[O:5])[N:3]([C@@H:9]2[O:13][C@H:12]([CH2:14][OH:15])[C@@H:11]([OH:16])[C@@H:10]2[OH:17])[CH:2]=1.[ClH:18]. The catalyst is CO. The product is [CH:1]1[C:7]([NH2:8])=[N:6][C:4](=[O:5])[N:3]([C@@H:9]2[O:13][C@H:12]([CH2:14][OH:15])[C@@H:11]([OH:16])[C@@H:10]2[OH:17])[CH:2]=1.[ClH:18]. The yield is 0.960. (3) The reactants are [CH3:1][C@@:2]1([OH:22])[C@H:6]([OH:7])[C@@H:5]([CH2:8][OH:9])[O:4][C@H:3]1[N:10]1[C:14]2[N:15]=[CH:16][N:17]=[C:18]([NH2:19])[C:13]=2[C:12]([C:20]#[CH:21])=[CH:11]1.[H][H]. The catalyst is C1COCC1.[Pd].CC([O-])=O.CC([O-])=O.[Pb+2]. The product is [CH3:1][C@@:2]1([OH:22])[C@H:6]([OH:7])[C@@H:5]([CH2:8][OH:9])[O:4][C@H:3]1[N:10]1[C:14]2[N:15]=[CH:16][N:17]=[C:18]([NH2:19])[C:13]=2[C:12]([CH:20]=[CH2:21])=[CH:11]1. The yield is 0.750. (4) The product is [Br:1][C:2]1[CH:7]=[CH:6][C:5]([S:8]([NH:25][CH:17]2[CH2:16][CH2:15][CH:14]3[CH2:19][CH:18]2[C:13]3([CH3:22])[CH3:12])(=[O:10])=[O:9])=[CH:4][CH:3]=1. The reactants are [Br:1][C:2]1[CH:7]=[CH:6][C:5]([S:8](Cl)(=[O:10])=[O:9])=[CH:4][CH:3]=1.[CH3:12][C:13]1([CH3:22])[C@H:18]2[CH2:19][C@@H:14]1[CH2:15][CH2:16][C@H:17]2CN.CC[N:25](CC)CC. The yield is 1.00. The catalyst is C(Cl)Cl. (5) The catalyst is CO. The product is [CH2:21]([C:18]1[O:17][C:16]([C:13]2[CH:14]=[CH:15][C:10]([CH2:9][OH:8])=[CH:11][CH:12]=2)=[N:20][N:19]=1)[CH3:22]. The yield is 0.930. The reactants are [Si]([O:8][CH2:9][C:10]1[CH:15]=[CH:14][C:13]([C:16]2[O:17][C:18]([CH2:21][CH3:22])=[N:19][N:20]=2)=[CH:12][CH:11]=1)(C(C)(C)C)(C)C.Cl. (6) The reactants are [Br:1][C:2]1[CH:11]=[CH:10][C:5]([C:6]([O:8]C)=[O:7])=[CH:4][C:3]=1[CH2:12][O:13][CH3:14].COCC1C=C(C(O)=O)C=CC=1C1C=CC=CC=1C.[OH-].[Na+].O. The catalyst is CCO. The yield is 0.870. The product is [Br:1][C:2]1[CH:11]=[CH:10][C:5]([C:6]([OH:8])=[O:7])=[CH:4][C:3]=1[CH2:12][O:13][CH3:14]. (7) The reactants are [NH2:1][C:2]1[C:7]([CH:8]=[O:9])=[CH:6][CH:5]=[CH:4][N:3]=1.[CH3:10][C:11]([O:14][C:15](O[C:15]([O:14][C:11]([CH3:13])([CH3:12])[CH3:10])=[O:16])=[O:16])([CH3:13])[CH3:12]. The catalyst is CC#N.CCOC(C)=O. The product is [C:11]([O:14][C:15](=[O:16])[NH:1][C:2]1[C:7]([CH:8]=[O:9])=[CH:6][CH:5]=[CH:4][N:3]=1)([CH3:13])([CH3:12])[CH3:10]. The yield is 0.720. (8) The reactants are [F:1][C:2]1([F:44])[CH2:7][CH2:6][C@H:5]([O:8][C:9]2[C:14]([CH3:15])=[CH:13][C:12]([S:16]([N:19](CC3C=CC(OC)=CC=3OC)[C:20]3[CH:25]=[CH:24][N:23]=[CH:22][N:21]=3)(=[O:18])=[O:17])=[C:11]([F:37])[CH:10]=2)[C@@H:4]([C:38]2[N:42]([CH3:43])[N:41]=[CH:40][CH:39]=2)[CH2:3]1.C([SiH](CC)CC)C.FC(F)(F)C(O)=O. The catalyst is ClCCl. The product is [F:44][C:2]1([F:1])[CH2:7][CH2:6][C@H:5]([O:8][C:9]2[C:14]([CH3:15])=[CH:13][C:12]([S:16]([NH:19][C:20]3[CH:25]=[CH:24][N:23]=[CH:22][N:21]=3)(=[O:18])=[O:17])=[C:11]([F:37])[CH:10]=2)[C@@H:4]([C:38]2[N:42]([CH3:43])[N:41]=[CH:40][CH:39]=2)[CH2:3]1. The yield is 0.990. (9) The reactants are [Cl:1][C:2]1[N:7]=[N:6][C:5]([NH2:8])=[C:4]([C:9]2[CH:14]=[CH:13][CH:12]=[CH:11][C:10]=2[CH3:15])[CH:3]=1.[CH3:16]CCCCCC.C(OCC)(=O)C. No catalyst specified. The product is [Cl:1][C:2]1[N:7]=[N:6][C:5]([NH:8][CH3:16])=[C:4]([C:9]2[CH:14]=[CH:13][CH:12]=[CH:11][C:10]=2[CH3:15])[CH:3]=1. The yield is 0.170.